Dataset: Experimentally validated miRNA-target interactions with 360,000+ pairs, plus equal number of negative samples. Task: Binary Classification. Given a miRNA mature sequence and a target amino acid sequence, predict their likelihood of interaction. (1) The miRNA is hsa-miR-6504-3p with sequence CAUUACAGCACAGCCAUUCU. The protein sequence of the target gene is MTTAGRGNLGLIPRSTAFQKQEGRLTVKQEPANQTWGQGSSLQKNYPPVCEIFRLHFRQLCYHEMSGPQEALSRLRELCRWWLMPEVHTKEQILELLVLEQFLSILPGELRTWVQLHHPESGEEAVAVVEDFQRHLSGSEEVSAPAQKQEMHFEETTALGTTKESPPTSPLSGGSAPGAHLEPPYDPGTHHLPSGDFAQCTSPVPTLPQVGNSGDQAGATVLRMVRPQDTVAYEDLSVDYTQKKWKSLTLSQRALQWNMMPENHHSMASLAGENMMKGSELTPKQEFFKGSESSNRTSGG.... Result: 1 (interaction). (2) The miRNA is hsa-miR-6879-3p with sequence UGUCACCCGCUCCUUGCCCAG. The protein sequence of the target gene is MFVSDFRKEFYEVVQSQRVLLFVASDVDALCACKILQALFQCDHVQYTLVPVSGWQELETAFLEHKEQFHYFILINCGANVDLLDILQPDEDTIFFVCDTHRPVNVVNVYNDTQIKLLIKQDDDLEVPAYEDIFRDEEEDEEHSGNDSDGSEPSEKRTRLEEEIVEQTMRRRQRREWEARRRDILFDYEQYEYHGTSSAMVMFELAWMLSKDLNDMLWWAIVGLTDQWVQDKITQMKYVTDVGVLQRHVSRHNHRNEDEENTLSVDCTRISFEYDLRLVLYQHWSLHDSLCNTSYTAARF.... Result: 0 (no interaction). (3) The miRNA is gga-miR-128-3p with sequence UCACAGUGAACCGGUCUCUUU. The protein sequence of the target gene is MQPPPPGPLGDCLRDWEDLQQDFQNIQETHRLYRLKLEELTKLQNNCTSSITRQKKRLQELALALKKCKPSLPAEAEGAAQELENQMKERQGLFFDMEAYLPKKNGLYLSLVLGNVNVTLLSKQAKFAYKDEYEKFKLYLTIILILISFTCRFLLNSRVTDAAFNFLLVWYYCTLTIRESILINNGSRIKGWWVFHHYVSTFLSGVMLTWPDGLMYQKFRNQFLSFSMYQSFVQFLQYYYQSGCLYRLRALGERHTMDLTVEGFQSWMWRGLTFLLPFLFFGHFWQLFNALTLFNLAQDP.... Result: 0 (no interaction). (4) The protein sequence of the target gene is MAEYGTLLQDLTNNITLEDLEQLKSACKEDIPSEKSEEITTGSAWFSFLESHNKLDKDNLSYIEHIFEISRRPDLLTMVVDYRTRVLKISEEEELDTKLTRIPSAKKYKDIIRQPSEEEIIKLAPPPKKA. Result: 0 (no interaction). The miRNA is mmu-miR-7685-5p with sequence ACCUUCCGGUUUCUUCAAGUCUCC. (5) The miRNA is mmu-miR-326-5p with sequence GGGGGCAGGGCCUUUGUGAAGGCG. The protein sequence of the target gene is MGEHPSPGPAVAACAEAERIEELEPEAEERLPAAPEDHWKVLFEKFDPGSTGYISTGKFRSLLESHSSKLDPHKKEVLLALADSHADGQICYQDFVNLMSNKRSNSFRQAILQGNRRLSSKALLEEKGLSLSQRLIRHVAYETLPREIDRKWYYDSYTCCPPPWFMITITLLEVALFLYNGVLLDQFVLQVTHPRYLKNSLVYHPQLRAQAWRYVTYIFMHAGVEQLGLNVALQLLVGVPLEMVHGATRIGLVYVAGVVAGSLAVSVADMTAPVVGSSGGVYALVSAHLANIVMNWSGMK.... Result: 0 (no interaction). (6) The miRNA is cel-miR-37-3p with sequence UCACCGGGUGAACACUUGCAGU. The protein sequence of the target gene is MCSTNPGKWVTFDDDPAVQSSQKSKNFPLENQGVCRPNGLKLNLPGLREFPSGSSSTSSTPLSSPIVDFYFSPGPPSNSPLSTPTKDFPGFPGIPKAGTHVLYPIPESSSDSPLAISGGESSLLPTRPTCLSHALLPSDHSCTHPTPKVGLPDEVNPQQAESLGFQSDDLPQFQYFREDCAFSSPFWKDEGSDSHFTLDPPGSKKMFSSRNKEMPIDQKSLNKCSLNYICEKLEHLQSAENQDSLRSLSMHCLCAEENASSFVPHTLFRSQPKSGWSFMLRIPEKKNMMSSRQWGPIFLK.... Result: 0 (no interaction). (7) The miRNA is hsa-miR-767-5p with sequence UGCACCAUGGUUGUCUGAGCAUG. The protein sequence of the target gene is MQAALEVTARYCGRELEQYGQCVAAKPESWQRDCHYLKMSIAQCTSSHPIIRQIRQACAQPFEAFEECLRQNEAAVGNCAEHMRRFLQCAEQVQPPRSPATVEAQPLPAS. Result: 0 (no interaction).